Task: Predict the reaction yield, written as a fraction of the theoretical maximum amount of product (1.0 means a 100% yield; for example, 0.34 means a 34% yield).. Dataset: Reaction yield outcomes from USPTO patents with 853,638 reactions (1) The reactants are [CH:1]1([CH:4]([S:9][CH2:10][C:11]([O:13]CC)=O)[CH2:5][N+:6]([O-])=O)[CH2:3][CH2:2]1. The catalyst is CC(O)=O.[Zn]. The product is [CH:1]1([CH:4]2[CH2:5][NH:6][C:11](=[O:13])[CH2:10][S:9]2)[CH2:3][CH2:2]1. The yield is 0.360. (2) The reactants are [OH:1][NH:2][C:3]([C:5]1[C:10]([N+:11]([O-:13])=[O:12])=[CH:9][CH:8]=[CH:7][N:6]=1)=[NH:4].[N+:14]([C:17]1[CH:25]=[C:21]([C:22](O)=O)[C:20]([OH:26])=[CH:19][CH:18]=1)([O-:16])=[O:15]. No catalyst specified. The product is [N+:14]([C:17]1[CH:18]=[CH:19][C:20]([OH:26])=[C:21]([C:22]2[O:1][N:2]=[C:3]([C:5]3[C:10]([N+:11]([O-:13])=[O:12])=[CH:9][CH:8]=[CH:7][N:6]=3)[N:4]=2)[CH:25]=1)([O-:16])=[O:15]. The yield is 0.130. (3) The reactants are [C:1]12([O:10][C:9]3[CH:11]=[CH:12][CH:13]=[CH:14][C:8]=3[O:7]1)[CH2:6][CH2:5][CH2:4][CH2:3][CH2:2]2.[Li]CCCC.CCCCCC.CON(C)[C:29]([C@@H:31]1[CH2:36][CH2:35][CH2:34][N:33]([C:37]([O:39][C:40]([CH3:43])([CH3:42])[CH3:41])=[O:38])[CH2:32]1)=[O:30]. The catalyst is C1COCC1. The product is [C:1]12([O:7][C:8]3[CH:14]=[CH:13][CH:12]=[C:11]([C:29]([C@@H:31]4[CH2:36][CH2:35][CH2:34][N:33]([C:37]([O:39][C:40]([CH3:43])([CH3:42])[CH3:41])=[O:38])[CH2:32]4)=[O:30])[C:9]=3[O:10]1)[CH2:6][CH2:5][CH2:4][CH2:3][CH2:2]2. The yield is 0.150. (4) The reactants are [NH2:1][C:2]1[CH:3]=[C:4]([C:14]2[CH:15]=[N:16][C:17]([C:20]([OH:23])([CH3:22])[CH3:21])=[N:18][CH:19]=2)[CH:5]=[C:6]([CH:9]2[CH2:13][CH2:12][CH2:11][O:10]2)[C:7]=1[NH2:8].[CH2:24]([NH:26][C:27]([NH:29][C:30](SC)=NC(=O)NCC)=[O:28])[CH3:25]. The catalyst is O1CCOCC1.OS(O)(=O)=O. The product is [CH2:24]([NH:26][C:27]([NH:29][C:30]1[NH:8][C:7]2[C:6]([CH:9]3[CH2:13][CH2:12][CH2:11][O:10]3)=[CH:5][C:4]([C:14]3[CH:19]=[N:18][C:17]([C:20]([OH:23])([CH3:21])[CH3:22])=[N:16][CH:15]=3)=[CH:3][C:2]=2[N:1]=1)=[O:28])[CH3:25]. The yield is 0.820. (5) The reactants are [CH3:1][O:2][CH:3]([C:17]1[CH:22]=[CH:21][CH:20]=[CH:19][CH:18]=1)[C:4]1[CH:16]=[CH:15][C:7]([C:8]([O:10]C(C)(C)C)=[O:9])=[CH:6][CH:5]=1.FC(F)(F)C(O)=O. The product is [CH3:1][O:2][CH:3]([C:17]1[CH:22]=[CH:21][CH:20]=[CH:19][CH:18]=1)[C:4]1[CH:16]=[CH:15][C:7]([C:8]([OH:10])=[O:9])=[CH:6][CH:5]=1. The catalyst is ClCCl. The yield is 1.00. (6) The reactants are Cl.[C:2]1([N:8]2[CH2:13][CH2:12][NH:11][CH2:10][CH2:9]2)[CH:7]=[CH:6][CH:5]=[CH:4][CH:3]=1.[I-].C(C[P+](C)(C)C)#N.O[CH2:23][C:24]1[CH:33]=[N:32][C:31]2[N:30]3[CH2:34][CH2:35][CH2:36][C@H:29]3[C:28](=[O:37])[NH:27][C:26]=2[CH:25]=1.CCN(C(C)C)C(C)C. The catalyst is C(#N)CC. The product is [C:2]1([N:8]2[CH2:13][CH2:12][N:11]([CH2:23][C:24]3[CH:33]=[N:32][C:31]4[N:30]5[CH2:34][CH2:35][CH2:36][C@H:29]5[C:28](=[O:37])[NH:27][C:26]=4[CH:25]=3)[CH2:10][CH2:9]2)[CH:7]=[CH:6][CH:5]=[CH:4][CH:3]=1. The yield is 0.230.